From a dataset of Full USPTO retrosynthesis dataset with 1.9M reactions from patents (1976-2016). Predict the reactants needed to synthesize the given product. (1) Given the product [CH:40]1[N:41]=[CH:55][NH:50][C:39]=1[CH2:20][C:21]([OH:23])=[O:22], predict the reactants needed to synthesize it. The reactants are: CC(S[C@@H]1O[C@H](CO)[C@H](O)[C@H](O)[C@H]1O)C.C(O)[C@H]1[O:22][C@H:21]([O:23][C@]2(CO)O[C@H](CO)[C@@H](O)[C@@H]2O)[C@H:20](O)[C@@H](O)[C@@H]1O.[CH2:39]([N:50]([CH2:55]C(O)=O)CC(O)=O)[CH2:40][N:41](CC(O)=O)CC(O)=O. (2) Given the product [Br:18][C:11]1[S:10][CH:9]=[C:8]([C:5]2[CH:6]=[CH:7][C:2]([Br:1])=[CH:3][C:4]=2[F:14])[N:12]=1, predict the reactants needed to synthesize it. The reactants are: [Br:1][C:2]1[CH:7]=[CH:6][C:5]([C:8](=O)[CH2:9][S:10][C:11]#[N:12])=[C:4]([F:14])[CH:3]=1.[OH-].[Na+].O.[BrH:18]. (3) Given the product [C:17]([N:25]1[CH2:30][CH2:29][N:28]([C:13](=[O:15])[C:12]([C:8]2[C:7]3[C:11](=[C:3]([Br:2])[N:4]=[CH:5][CH:6]=3)[NH:10][CH:9]=2)=[O:16])[CH2:27][CH2:26]1)(=[O:24])[C:18]1[CH:23]=[CH:22][CH:21]=[CH:20][CH:19]=1, predict the reactants needed to synthesize it. The reactants are: [K+].[Br:2][C:3]1[N:4]=[CH:5][CH:6]=[C:7]2[C:11]=1[NH:10][CH:9]=[C:8]2[C:12](=[O:16])[C:13]([O-:15])=O.[C:17]([N:25]1[CH2:30][CH2:29][NH:28][CH2:27][CH2:26]1)(=[O:24])[C:18]1[CH:23]=[CH:22][CH:21]=[CH:20][CH:19]=1. (4) Given the product [F:20][C:21]([F:31])([F:32])[O:22][C:23]1[CH:30]=[CH:29][C:26]([CH2:27][O:1][C:2]2[CH:7]=[CH:6][C:5]([N:8]3[C:12]4=[N:13][CH:14]=[C:15]([C:17]([OH:19])=[O:18])[CH:16]=[C:11]4[N:10]=[CH:9]3)=[CH:4][CH:3]=2)=[CH:25][CH:24]=1, predict the reactants needed to synthesize it. The reactants are: [OH:1][C:2]1[CH:7]=[CH:6][C:5]([N:8]2[C:12]3=[N:13][CH:14]=[C:15]([C:17]([OH:19])=[O:18])[CH:16]=[C:11]3[N:10]=[CH:9]2)=[CH:4][CH:3]=1.[F:20][C:21]([F:32])([F:31])[O:22][C:23]1[CH:30]=[CH:29][C:26]([CH2:27]Br)=[CH:25][CH:24]=1.[H-].[Na+].O. (5) Given the product [ClH:27].[CH2:24]([C:14]1([N:13]([CH3:26])[CH3:12])[CH2:23][CH2:22][C:17]2([O:21][CH2:20][CH2:19][O:18]2)[CH2:16][CH2:15]1)[CH3:1], predict the reactants needed to synthesize it. The reactants are: [CH2:1](Br)C.BrC1C=NC=CC=1.[Mg].[CH3:12][N:13]([CH3:26])[C:14]1([C:24]#N)[CH2:23][CH2:22][C:17]2([O:21][CH2:20][CH2:19][O:18]2)[CH2:16][CH2:15]1.[Cl-:27].[NH4+]. (6) Given the product [C:1]([O:4][C@H:5]1[CH2:10][CH2:9][C@H:8]([NH:11][C:14]([O:16][C:17]([CH3:20])([CH3:19])[CH3:18])=[O:15])[CH:7]=[CH:6]1)(=[O:3])[CH3:2], predict the reactants needed to synthesize it. The reactants are: [C:1]([O:4][C@H:5]1[CH2:10][CH2:9][C@H:8]([N:11]=[N+]=[N-])[CH:7]=[CH:6]1)(=[O:3])[CH3:2].[C:14](O[C:14]([O:16][C:17]([CH3:20])([CH3:19])[CH3:18])=[O:15])([O:16][C:17]([CH3:20])([CH3:19])[CH3:18])=[O:15].